From a dataset of Catalyst prediction with 721,799 reactions and 888 catalyst types from USPTO. Predict which catalyst facilitates the given reaction. (1) Reactant: [CH2:1]([N:3]([CH2:6][CH3:7])[CH2:4][CH3:5])[CH3:2].Cl.[F:9][C:10]([F:25])([S:21]([O-:24])(=[O:23])=[O:22])[C:11]([F:20])([F:19])[C:12]([F:18])([F:17])[C:13]([F:16])([F:15])[F:14].[Na+].ClCCl. Product: [F:25][C:10]([F:9])([S:21]([O-:24])(=[O:23])=[O:22])[C:11]([F:19])([F:20])[C:12]([F:18])([F:17])[C:13]([F:16])([F:15])[F:14].[CH2:1]([NH+:3]([CH2:6][CH3:7])[CH2:4][CH3:5])[CH3:2]. The catalyst class is: 581. (2) Reactant: [CH3:1][O:2][C:3]([C:5]1[S:14][C:8]2=[N:9][CH:10]=[C:11](Br)[CH:12]=[C:7]2[C:6]=1[O:15][CH2:16][C:17]([O:19][C:20]([CH3:23])([CH3:22])[CH3:21])=[O:18])=[O:4].C(P(C(C)(C)C)[C:29]1[CH:34]=[CH:33][CH:32]=[CH:31][C:30]=1[C:29]1[CH:34]=[CH:33][CH:32]=[CH:31][CH:30]=1)(C)(C)C.[F-].[K+].C1(B(O)O)C=CC=CC=1. Product: [CH3:1][O:2][C:3]([C:5]1[S:14][C:8]2=[N:9][CH:10]=[C:11]([C:29]3[CH:34]=[CH:33][CH:32]=[CH:31][CH:30]=3)[CH:12]=[C:7]2[C:6]=1[O:15][CH2:16][C:17]([O:19][C:20]([CH3:23])([CH3:22])[CH3:21])=[O:18])=[O:4]. The catalyst class is: 318.